Task: Predict which catalyst facilitates the given reaction.. Dataset: Catalyst prediction with 721,799 reactions and 888 catalyst types from USPTO Reactant: [Cl:1][C:2]1[CH:3]=[C:4]([F:11])[C:5]([CH2:8][C:9]#[N:10])=[N:6][CH:7]=1.[Cl:12][C:13]1[C:14]([F:21])=[C:15]([CH:18]=[CH:19][CH:20]=1)[CH:16]=O.C[O-].[Na+]. Product: [Cl:12][C:13]1[C:14]([F:21])=[C:15](/[CH:16]=[C:8](/[C:5]2[C:4]([F:11])=[CH:3][C:2]([Cl:1])=[CH:7][N:6]=2)\[C:9]#[N:10])[CH:18]=[CH:19][CH:20]=1. The catalyst class is: 5.